From a dataset of Blood-brain barrier permeability classification from the B3DB database. Regression/Classification. Given a drug SMILES string, predict its absorption, distribution, metabolism, or excretion properties. Task type varies by dataset: regression for continuous measurements (e.g., permeability, clearance, half-life) or binary classification for categorical outcomes (e.g., BBB penetration, CYP inhibition). Dataset: b3db_classification. (1) The drug is CC(=O)OCC1=CO[C@@H](OC(=O)CC(C)C)[C@H]2C1=C[C@H](OC(=O)CC(C)C)C21CO1. The result is 1 (penetrates BBB). (2) The drug is CN(C)CCC[C@@]1(c2ccc(F)cc2)OCc2cc(C#N)ccc21. The result is 1 (penetrates BBB). (3) The drug is CC(C)(O/N=C(/C(=O)N[C@@H]1C(=O)N2C(C(=O)O)=C(C[n+]3ccccc3)CS[C@@H]12)c1csc(N)n1)C(=O)O. The result is 0 (does not penetrate BBB). (4) The drug is CN[C@@H]1CCc2ncsc2C1. The result is 1 (penetrates BBB). (5) The result is 1 (penetrates BBB). The drug is O=C1CN(C(=O)CN2C[C@H](c3ccc(Cl)cc3)CC2=O)CCN1.